This data is from Catalyst prediction with 721,799 reactions and 888 catalyst types from USPTO. The task is: Predict which catalyst facilitates the given reaction. (1) Reactant: [CH3:1][O:2][C:3]1[CH:4]=[N:5][CH:6]=[CH:7][C:8]=1[C:9]1[CH:14]=[CH:13][C:12]([NH:15][C:16](=[O:25])[O:17][CH2:18][C:19]2[CH:24]=[CH:23][CH:22]=[CH:21][CH:20]=2)=[C:11]([O:26][CH:27]([CH3:29])[CH3:28])[CH:10]=1.[CH3:30][I:31]. Product: [I-:31].[CH2:18]([O:17][C:16]([NH:15][C:12]1[CH:13]=[CH:14][C:9]([C:8]2[CH:7]=[CH:6][N+:5]([CH3:30])=[CH:4][C:3]=2[O:2][CH3:1])=[CH:10][C:11]=1[O:26][CH:27]([CH3:29])[CH3:28])=[O:25])[C:19]1[CH:20]=[CH:21][CH:22]=[CH:23][CH:24]=1. The catalyst class is: 21. (2) Reactant: CC(OC([NH:8][CH2:9][CH2:10][CH2:11][C:12](O)=[O:13])=O)(C)C.C(N1CCOCC1)C.C1C=CC2N(O)N=NC=2C=1.C(Cl)CCl.Cl.[CH3:38][CH:39]([O:41][C:42]1[CH:49]=[CH:48][C:47]([C:50]2[O:54][N:53]=[C:52]([C:55]3[CH:65]=[CH:64][C:58]4[CH2:59][CH2:60][NH:61][CH2:62][CH2:63][C:57]=4[CH:56]=3)[N:51]=2)=[CH:46][C:43]=1[C:44]#[N:45])[CH3:40].FC(F)(F)C(O)=O. Product: [NH2:8][CH2:9][CH2:10][CH2:11][C:12]([N:61]1[CH2:60][CH2:59][C:58]2[CH:64]=[CH:65][C:55]([C:52]3[N:51]=[C:50]([C:47]4[CH:48]=[CH:49][C:42]([O:41][CH:39]([CH3:38])[CH3:40])=[C:43]([CH:46]=4)[C:44]#[N:45])[O:54][N:53]=3)=[CH:56][C:57]=2[CH2:63][CH2:62]1)=[O:13]. The catalyst class is: 3. (3) Reactant: [CH:1]1([C:6]2[C:7](=O)[C:8](=[CH:14]O)[CH2:9][CH2:10][C:11]=2[O:12][CH3:13])[CH2:5][CH2:4][CH2:3][CH2:2]1.[C:17]([O:21][C:22]([N:24]1[CH2:29][CH2:28][N:27]([C:30]2[CH:31]=[N:32][C:33]([NH:36][C:37]([NH2:39])=[NH:38])=[CH:34][CH:35]=2)[CH2:26][CH2:25]1)=[O:23])([CH3:20])([CH3:19])[CH3:18].C([O-])([O-])=O.[K+].[K+]. Product: [C:17]([O:21][C:22]([N:24]1[CH2:25][CH2:26][N:27]([C:30]2[CH:31]=[N:32][C:33]([NH:36][C:37]3[N:39]=[CH:14][C:8]4[CH2:9][CH2:10][C:11]([O:12][CH3:13])=[C:6]([CH:1]5[CH2:2][CH2:3][CH2:4][CH2:5]5)[C:7]=4[N:38]=3)=[CH:34][CH:35]=2)[CH2:28][CH2:29]1)=[O:23])([CH3:20])([CH3:18])[CH3:19]. The catalyst class is: 3. (4) Reactant: [CH:1]1([C:6]([O:8]CC)=O)[CH2:5][CH2:4][CH2:3][CH2:2]1.C1(C(O)=O)CCCC1.[C:19](#[N:21])[CH3:20].[H-].[Na+]. Product: [CH:1]1([C:6](=[O:8])[CH2:20][C:19]#[N:21])[CH2:2][CH2:3][CH2:4][CH2:5]1. The catalyst class is: 1.